This data is from Forward reaction prediction with 1.9M reactions from USPTO patents (1976-2016). The task is: Predict the product of the given reaction. (1) Given the reactants [Br:1][C:2]1[N:7]=[C:6]([C:8]([OH:10])=O)[CH:5]=[CH:4][CH:3]=1.S(Cl)([Cl:13])=O, predict the reaction product. The product is: [Br:1][C:2]1[N:7]=[C:6]([C:8]([Cl:13])=[O:10])[CH:5]=[CH:4][CH:3]=1. (2) Given the reactants Br[C:2]1[CH:11]=[C:10]2[C:5]([CH:6]=[CH:7][N:8]=[C:9]2[Cl:12])=[CH:4][CH:3]=1.[B:13](OC(C)C)([O:18]C(C)C)[O:14]C(C)C.C([Li])CCC, predict the reaction product. The product is: [Cl:12][C:9]1[C:10]2[C:5](=[CH:4][CH:3]=[C:2]([B:13]([OH:18])[OH:14])[CH:11]=2)[CH:6]=[CH:7][N:8]=1.